This data is from Catalyst prediction with 721,799 reactions and 888 catalyst types from USPTO. The task is: Predict which catalyst facilitates the given reaction. (1) Reactant: FC(F)(F)C(O)=O.C1O[C:11]2([C:20]3[C:14]4[C:15](=[CH:21][N:22]([S:24]([C:27]5[CH:32]=[CH:31][CH:30]=[CH:29][CH:28]=5)(=[O:26])=[O:25])[CH2:23][C:13]=4[CH2:12]2)[CH:16]=[CH:17][O:18][CH:19]=3)[O:10]C1. Product: [C:27]1([S:24]([N:22]2[CH2:23][C:13]3[CH2:12][C:11](=[O:10])[C:20]4=[CH:19][O:18][CH:17]=[CH:16][C:15]([C:14]=34)=[CH:21]2)(=[O:26])=[O:25])[CH:32]=[CH:31][CH:30]=[CH:29][CH:28]=1. The catalyst class is: 6. (2) Reactant: [CH:1]([N:4]1[C:9]2=[N:10][C:11]([NH:14][C:15]3[CH:20]=[CH:19][C:18]([N:21]4[CH2:26][CH2:25][N:24]([CH3:27])[CH2:23][CH2:22]4)=[CH:17][CH:16]=3)=[N:12][CH:13]=[C:8]2[CH2:7][NH:6][C:5]1=[O:28])([CH3:3])[CH3:2].CC(C)([O-])C.[K+]. Product: [CH:1]([N:4]1[C:9]2=[N:10][C:11]([NH:14][C:15]3[CH:16]=[CH:17][C:18]([N:21]4[CH2:26][CH2:25][N:24]([CH3:27])[CH2:23][CH2:22]4)=[CH:19][CH:20]=3)=[N:12][CH:13]=[C:8]2[CH:7]=[N:6][C:5]1=[O:28])([CH3:3])[CH3:2]. The catalyst class is: 7. (3) Reactant: Br[C:2]1[S:6][CH:5]=[N:4][CH:3]=1.Br[C:8]1[C:24]([O:25][CH2:26][C@@H:27]([NH:32][C:33](=[O:39])[O:34][C:35]([CH3:38])([CH3:37])[CH3:36])[CH2:28][CH:29]([CH3:31])[CH3:30])=[CH:23][C:11]2[N:12]([CH3:22])[C:13](=[O:21])[C:14]3[C:19]([C:10]=2[CH:9]=1)=[CH:18][CH:17]=[N:16][C:15]=3[CH3:20].[Cl-].[Li+]. Product: [CH3:20][C:15]1[N:16]=[CH:17][CH:18]=[C:19]2[C:14]=1[C:13](=[O:21])[N:12]([CH3:22])[C:11]1[CH:23]=[C:24]([O:25][CH2:26][C@@H:27]([NH:32][C:33](=[O:39])[O:34][C:35]([CH3:36])([CH3:38])[CH3:37])[CH2:28][CH:29]([CH3:31])[CH3:30])[C:8]([C:2]3[S:6][CH:5]=[N:4][CH:3]=3)=[CH:9][C:10]2=1. The catalyst class is: 12. (4) Reactant: [C:1]([O:5][CH2:6][CH3:7])(=[O:4])[CH2:2][CH3:3].[H-].[Na+].[CH:10](OCC)=[O:11].O. Product: [CH3:3][CH:2]([CH:10]=[O:11])[C:1]([O:5][CH2:6][CH3:7])=[O:4]. The catalyst class is: 7. (5) Reactant: [CH:1]([C:4]1[CH:9]=[CH:8][C:7]([NH:10][C:11](=[O:19])[CH2:12][CH:13]2[CH2:18][CH2:17][NH:16][CH2:15][CH2:14]2)=[CH:6][CH:5]=1)([CH3:3])[CH3:2].Cl[C:21]1[C:30]2[C:25](=[CH:26][C:27]([O:33][CH3:34])=[C:28]([O:31][CH3:32])[CH:29]=2)[N:24]=[CH:23][N:22]=1.CCN(C(C)C)C(C)C. Product: [CH3:32][O:31][C:28]1[CH:29]=[C:30]2[C:25](=[CH:26][C:27]=1[O:33][CH3:34])[N:24]=[CH:23][N:22]=[C:21]2[N:16]1[CH2:17][CH2:18][CH:13]([CH2:12][C:11]([NH:10][C:7]2[CH:6]=[CH:5][C:4]([CH:1]([CH3:3])[CH3:2])=[CH:9][CH:8]=2)=[O:19])[CH2:14][CH2:15]1. The catalyst class is: 32. (6) Reactant: [C:1]([O:4][CH2:5][C:6]1[C:11]2[C:12]([O:15][CH3:16])=[N:13][NH:14][C:10]=2[CH:9]=[C:8]([NH:17][C:18]([NH:20][C@@H:21]([C:23]2[CH:28]=[CH:27][CH:26]=[CH:25][CH:24]=2)[CH3:22])=[O:19])[N:7]=1)(=[O:3])[CH3:2].[B-](F)(F)(F)[F:30].[B-](F)(F)(F)F.C1[N+]2(CCl)CC[N+](F)(CC2)C1.C(O)(C(F)(F)F)=O. Product: [C:1]([O:4][CH2:5][C:6]1[C:11]2[C:12]([O:15][CH3:16])=[N:13][NH:14][C:10]=2[C:9]([F:30])=[C:8]([NH:17][C:18]([NH:20][C@@H:21]([C:23]2[CH:24]=[CH:25][CH:26]=[CH:27][CH:28]=2)[CH3:22])=[O:19])[N:7]=1)(=[O:3])[CH3:2]. The catalyst class is: 5. (7) Reactant: [Br:1][C:2]1[CH:3]=[C:4]([CH:8]=[CH:9][C:10]=1[CH3:11])[C:5](O)=[O:6].C(Cl)CCl.C1C=[N:20]C2N(O)N=NC=2C=1.[Cl-].[NH4+].C(N(C(C)C)CC)(C)C. Product: [Br:1][C:2]1[CH:3]=[C:4]([CH:8]=[CH:9][C:10]=1[CH3:11])[C:5]([NH2:20])=[O:6]. The catalyst class is: 18.